This data is from Catalyst prediction with 721,799 reactions and 888 catalyst types from USPTO. The task is: Predict which catalyst facilitates the given reaction. Reactant: P([O-])([O-])([O-])=O.[K+].[K+].[K+].Cl[C:10]1[CH:11]=[CH:12][C:13]2[N:19]3[CH2:20][C@H:16]([CH2:17][CH2:18]3)[N:15]([C:21]([NH:23][C:24]3[CH:29]=[N:28][CH:27]=[CH:26][N:25]=3)=[O:22])[C:14]=2[N:30]=1.CC1(C)C(C)(C)OB([C:39]2[CH:44]=[CH:43][N:42]=[C:41]([C:45]([O:47][CH3:48])=[O:46])[CH:40]=2)O1.CC(C1C=C(C(C)C)C(C2C=CC=CC=2P(C2CCCCC2)C2CCCCC2)=C(C(C)C)C=1)C. Product: [N:25]1[CH:26]=[CH:27][N:28]=[CH:29][C:24]=1[NH:23][C:21]([N:15]1[C@@H:16]2[CH2:20][N:19]([CH2:18][CH2:17]2)[C:13]2[CH:12]=[CH:11][C:10]([C:39]3[CH:44]=[CH:43][N:42]=[C:41]([C:45]([O:47][CH3:48])=[O:46])[CH:40]=3)=[N:30][C:14]1=2)=[O:22]. The catalyst class is: 62.